From a dataset of Forward reaction prediction with 1.9M reactions from USPTO patents (1976-2016). Predict the product of the given reaction. Given the reactants [NH2:1][C:2]1[C:3]([C:12]([NH:14][C@@H:15]([C:24]2[CH:29]=[CH:28][CH:27]=[CH:26][CH:25]=2)[CH2:16][C:17]([O:19]C(C)(C)C)=[O:18])=[O:13])=[CH:4][C:5]2[C:10]([CH:11]=1)=[CH:9][CH:8]=[CH:7][CH:6]=2.[N:30]([C:33]1[C:38]([CH3:39])=[CH:37][C:36]([CH3:40])=[CH:35][C:34]=1[CH3:41])=[C:31]=[O:32].Cl.C(O)(C(F)(F)F)=O, predict the reaction product. The product is: [C:24]1([C@H:15]([NH:14][C:12]([C:3]2[C:2]([NH:1][C:31]([NH:30][C:33]3[C:34]([CH3:41])=[CH:35][C:36]([CH3:40])=[CH:37][C:38]=3[CH3:39])=[O:32])=[CH:11][C:10]3[C:5](=[CH:6][CH:7]=[CH:8][CH:9]=3)[CH:4]=2)=[O:13])[CH2:16][C:17]([OH:19])=[O:18])[CH:25]=[CH:26][CH:27]=[CH:28][CH:29]=1.